This data is from TCR-epitope binding with 47,182 pairs between 192 epitopes and 23,139 TCRs. The task is: Binary Classification. Given a T-cell receptor sequence (or CDR3 region) and an epitope sequence, predict whether binding occurs between them. The epitope is VLAWLYAAV. The TCR CDR3 sequence is CASSFSGSYEQYF. Result: 0 (the TCR does not bind to the epitope).